From a dataset of Forward reaction prediction with 1.9M reactions from USPTO patents (1976-2016). Predict the product of the given reaction. (1) Given the reactants CC1C=CC(S(OCC2CC3C=CC=C(C4C=CC(OC)=CC=4OC)C=3O2)(=O)=O)=CC=1.[N-]=[N+]=[N-].[Na+].N(CC1CC2C=C(Cl)C=C(C3C=CSC=3)C=2O1)=[N+]=[N-].[N:55]([CH2:58][CH:59]1[CH2:63][C:62]2[CH:64]=[CH:65][CH:66]=[C:67]([C:68]3[CH:73]=[CH:72][C:71]([O:74][CH3:75])=[CH:70][C:69]=3[O:76][CH3:77])[C:61]=2[O:60]1)=[N+]=[N-].[N-]=[N+]=[N-], predict the reaction product. The product is: [CH3:77][O:76][C:69]1[CH:70]=[C:71]([O:74][CH3:75])[CH:72]=[CH:73][C:68]=1[C:67]1[C:61]2[O:60][CH:59]([CH2:58][NH2:55])[CH2:63][C:62]=2[CH:64]=[CH:65][CH:66]=1. (2) Given the reactants B(Cl)(Cl)Cl.[Br:5][C:6]1[CH:11]=[CH:10][C:9]([OH:12])=[CH:8][C:7]=1[CH3:13].CS[C:16]#[N:17].[Al+3].[Cl-].[Cl-].[Cl-], predict the reaction product. The product is: [CH3:13][C:7]1[C:6]([Br:5])=[CH:11][C:10]([C:16]#[N:17])=[C:9]([OH:12])[CH:8]=1. (3) The product is: [S:15]1[CH:16]=[C:12]([C:9]2[CH:10]=[CH:11][C:6]([O:5][CH2:4][CH2:3][CH2:2][NH:27][CH2:26][C:22]3[S:21][CH:25]=[CH:24][CH:23]=3)=[CH:7][CH:8]=2)[C:13]2[CH:20]=[CH:19][CH:18]=[CH:17][C:14]1=2. Given the reactants Br[CH2:2][CH2:3][CH2:4][O:5][C:6]1[CH:11]=[CH:10][C:9]([C:12]2[C:13]3[CH:20]=[CH:19][CH:18]=[CH:17][C:14]=3[S:15][CH:16]=2)=[CH:8][CH:7]=1.[S:21]1[CH:25]=[CH:24][CH:23]=[C:22]1[CH2:26][NH2:27].C(=O)([O-])[O-].[K+].[K+], predict the reaction product. (4) Given the reactants [CH3:1][O:2][C:3]([C@@H:5]([NH2:12])[C:6]1[CH:11]=[CH:10][CH:9]=[CH:8][CH:7]=1)=[O:4].ClCCl.Cl[CH2:17]/[CH:18]=[CH:19]\[CH2:20]Cl.CCCCCC, predict the reaction product. The product is: [C:6]1([C@H:5]([N:12]2[CH2:20][CH:19]=[CH:18][CH2:17]2)[C:3]([O:2][CH3:1])=[O:4])[CH:11]=[CH:10][CH:9]=[CH:8][CH:7]=1. (5) The product is: [F:23][C:10]([F:9])([F:24])[O:11][C:12]1[CH:13]=[C:14]2[C:15](=[CH:16][CH:17]=1)[C:20](=[O:22])[CH2:19][CH2:18]2. Given the reactants FC(F)(F)S(O)(=O)=O.[F:9][C:10]([F:24])([F:23])[O:11][C:12]1[CH:13]=[C:14]([CH2:18][CH2:19][C:20]([OH:22])=O)[CH:15]=[CH:16][CH:17]=1, predict the reaction product.